Task: Predict the product of the given reaction.. Dataset: Forward reaction prediction with 1.9M reactions from USPTO patents (1976-2016) Given the reactants [NH2:1][CH2:2][C:3]1[CH:8]=[N:7][C:6]2[N:9]([CH2:12][O:13][CH2:14][CH2:15][Si:16]([CH3:19])([CH3:18])[CH3:17])[CH:10]=[CH:11][C:5]=2[C:4]=1[NH:20][CH:21]1[CH2:26][CH2:25][CH2:24][CH2:23][CH2:22]1.[C:27](N1C=CN=C1)(N1C=CN=C1)=[O:28], predict the reaction product. The product is: [CH:21]1([N:20]2[C:4]3[C:5]4[CH:11]=[CH:10][N:9]([CH2:12][O:13][CH2:14][CH2:15][Si:16]([CH3:19])([CH3:17])[CH3:18])[C:6]=4[N:7]=[CH:8][C:3]=3[CH2:2][NH:1][C:27]2=[O:28])[CH2:26][CH2:25][CH2:24][CH2:23][CH2:22]1.